Dataset: Peptide-MHC class I binding affinity with 185,985 pairs from IEDB/IMGT. Task: Regression. Given a peptide amino acid sequence and an MHC pseudo amino acid sequence, predict their binding affinity value. This is MHC class I binding data. (1) The peptide sequence is QIYAGIKVK. The MHC is HLA-A03:01 with pseudo-sequence HLA-A03:01. The binding affinity (normalized) is 0.507. (2) The peptide sequence is KSKPRIHGY. The MHC is HLA-A02:11 with pseudo-sequence HLA-A02:11. The binding affinity (normalized) is 0.0847.